From a dataset of Reaction yield outcomes from USPTO patents with 853,638 reactions. Predict the reaction yield, written as a fraction of the theoretical maximum amount of product (1.0 means a 100% yield; for example, 0.34 means a 34% yield). (1) The reactants are [NH2:1][C:2]1[CH:10]=[CH:9][CH:8]=[C:7]([CH3:11])[C:3]=1[C:4](O)=[O:5].[CH:12]([NH2:14])=O. No catalyst specified. The product is [CH3:11][C:7]1[CH:8]=[CH:9][CH:10]=[C:2]2[C:3]=1[C:4](=[O:5])[NH:14][CH:12]=[N:1]2. The yield is 0.730. (2) The reactants are NC1C=C(C(C2C=CC(OC)=C(OCC)C=2)=CC#N)C=CC=1OC.[CH3:25][O:26][C:27]1[CH:28]=[C:29]([C:36]([C:40]2[CH:45]=[C:44]([O:46][CH3:47])[CH:43]=[C:42]([O:48][CH3:49])[CH:41]=2)=[CH:37][C:38]#[N:39])[CH:30]=[CH:31][C:32]=1[N+:33]([O-])=O.O.O.[Sn](Cl)(Cl)(Cl)Cl. No catalyst specified. The product is [NH2:33][C:32]1[CH:31]=[CH:30][C:29]([C:36]([C:40]2[CH:45]=[C:44]([O:46][CH3:47])[CH:43]=[C:42]([O:48][CH3:49])[CH:41]=2)=[CH:37][C:38]#[N:39])=[CH:28][C:27]=1[O:26][CH3:25]. The yield is 0.840. (3) The reactants are [H-].[Na+].[C:3]([C:5]1[CH:10]=[CH:9][N:8]2[N:11]=[CH:12][C:13]([C:14]3[N:19]=[C:18]([NH:20][C@@H:21]4[CH2:26][CH2:25][CH2:24][N:23](C(OC(C)(C)C)=O)[CH2:22]4)[CH:17]=[CH:16][N:15]=3)=[C:7]2[CH:6]=1)#[N:4].[CH3:34]I. The catalyst is CN(C)C=O. The product is [CH3:34][N:20]([C@@H:21]1[CH2:26][CH2:25][CH2:24][NH:23][CH2:22]1)[C:18]1[CH:17]=[CH:16][N:15]=[C:14]([C:13]2[CH:12]=[N:11][N:8]3[CH:9]=[CH:10][C:5]([C:3]#[N:4])=[CH:6][C:7]=23)[N:19]=1. The yield is 0.800. (4) The reactants are [C:1]([C:3]1[CH:8]=[CH:7][C:6]([C:9]2[C:10]([CH2:22][CH2:23][C:24]([OH:26])=[O:25])=[CH:11][S:12][C:13]=2[C:14]2[CH:19]=[CH:18][C:17]([O:20][CH3:21])=[CH:16][CH:15]=2)=[C:5]([CH3:27])[CH:4]=1)#[N:2].[OH-:28].[Na+].OO. The catalyst is CS(C)=O. The product is [C:1]([C:3]1[CH:8]=[CH:7][C:6]([C:9]2[C:10]([CH2:22][CH2:23][C:24]([OH:26])=[O:25])=[CH:11][S:12][C:13]=2[C:14]2[CH:15]=[CH:16][C:17]([O:20][CH3:21])=[CH:18][CH:19]=2)=[C:5]([CH3:27])[CH:4]=1)(=[O:28])[NH2:2]. The yield is 0.520. (5) The reactants are [CH2:1]([O:3][C:4](=[O:12])[C:5]([S:8][C:9](=O)[CH3:10])([CH3:7])[CH3:6])[CH3:2].C[O-].[Na+].BrCC[CH2:19][C:20]([F:23])([F:22])[F:21]. The catalyst is C(O)C. The product is [CH2:1]([O:3][C:4](=[O:12])[C:5]([CH3:7])([S:8][CH2:9][CH2:10][CH2:19][C:20]([F:23])([F:22])[F:21])[CH3:6])[CH3:2]. The yield is 0.840. (6) The reactants are [OH-].[Na+].[Cl:3][C:4]1[CH:5]=[C:6]([CH:24]=[CH:25][C:26]=1[NH:27][C:28]([NH:30][CH2:31][CH3:32])=[O:29])[O:7][C:8]1[C:17]2[C:12](=[CH:13][C:14]([O:22][CH3:23])=[C:15]([C:18]([O:20]C)=[O:19])[CH:16]=2)[N:11]=[CH:10][CH:9]=1.Cl. The catalyst is CO. The product is [Cl:3][C:4]1[CH:5]=[C:6]([CH:24]=[CH:25][C:26]=1[NH:27][C:28]([NH:30][CH2:31][CH3:32])=[O:29])[O:7][C:8]1[C:17]2[C:12](=[CH:13][C:14]([O:22][CH3:23])=[C:15]([C:18]([OH:20])=[O:19])[CH:16]=2)[N:11]=[CH:10][CH:9]=1. The yield is 0.940. (7) The reactants are C[O:2][C:3](=O)[CH2:4][O:5][C:6]1[N:27]=[CH:26][C:9]2[C:10]3[N:14]([CH2:15][CH2:16][O:17][C:8]=2[CH:7]=1)[CH:13]=[C:12]([C:18]1[N:19]([CH:23]([CH3:25])[CH3:24])[N:20]=[CH:21][N:22]=1)[N:11]=3.[NH3:29]. The catalyst is CO. The product is [CH:23]([N:19]1[C:18]([C:12]2[N:11]=[C:10]3[C:9]4[CH:26]=[N:27][C:6]([O:5][CH2:4][C:3]([NH2:29])=[O:2])=[CH:7][C:8]=4[O:17][CH2:16][CH2:15][N:14]3[CH:13]=2)=[N:22][CH:21]=[N:20]1)([CH3:25])[CH3:24]. The yield is 0.500.